From a dataset of Full USPTO retrosynthesis dataset with 1.9M reactions from patents (1976-2016). Predict the reactants needed to synthesize the given product. (1) Given the product [C:20]1([CH:29]([O:64][C:2]2[CH:9]=[CH:8][C:5]([C:6]#[N:7])=[CH:4][CH:3]=2)[CH3:38])[CH:21]=[CH:26][CH:27]=[CH:28][CH:19]=1, predict the reactants needed to synthesize it. The reactants are: Br[C:2]1[CH:9]=[CH:8][C:5]([C:6]#[N:7])=[CH:4][CH:3]=1.[H-].[Na+].C1(C)C=CC(P(C2C=CC(C)=CC=2)[C:19]2(P(C3C=CC(C)=CC=3)C3C=CC(C)=CC=3)[CH2:28][CH:27]=[C:26]3[C:21](C=CC=C3)=[C:20]2[C:29]2[C:38]3C(=CC=CC=3)C=CC=2)=CC=1.C(OCC)(=[O:64])C. (2) Given the product [F:3][C:4]1[CH:5]=[CH:6][CH:7]=[C:8]2[C:12]=1[N:11]=[C:15]([C:19]1[CH:24]=[CH:23][CH:22]=[CH:21][CH:20]=1)[C:16]([CH3:17])=[C:9]2[C:10]([OH:13])=[O:28], predict the reactants needed to synthesize it. The reactants are: [OH-].[K+].[F:3][C:4]1[CH:5]=[CH:6][CH:7]=[C:8]2[C:12]=1[NH:11][C:10](=[O:13])[C:9]2=O.[C:15]([C:19]1[CH:24]=[CH:23][CH:22]=[CH:21][CH:20]=1)(=O)[CH2:16][CH3:17].Cl.C(O)(=[O:28])C. (3) Given the product [CH2:27]([O:30][N:31]=[CH:11][C:10]1[CH:13]=[CH:14][C:7]([CH2:6][CH2:5][O:4][C:3]2[C:2]([Cl:1])=[CH:18][C:17]([O:19][CH2:20][CH:21]=[C:22]([Cl:24])[Cl:23])=[CH:16][C:15]=2[Cl:25])=[CH:8][CH:9]=1)[CH2:28][CH3:29], predict the reactants needed to synthesize it. The reactants are: [Cl:1][C:2]1[CH:18]=[C:17]([O:19][CH2:20][CH:21]=[C:22]([Cl:24])[Cl:23])[CH:16]=[C:15]([Cl:25])[C:3]=1[O:4][CH2:5][CH2:6][C:7]1[CH:14]=[CH:13][C:10]([CH:11]=O)=[CH:9][CH:8]=1.Cl.[CH2:27]([O:30][NH2:31])[CH2:28][CH3:29].Cl. (4) Given the product [Br:21][C:22]1[CH:23]=[C:24]([CH:28]([C:1]#[N:4])[C:29]#[N:30])[CH:25]=[CH:26][CH:27]=1, predict the reactants needed to synthesize it. The reactants are: [CH:1]([NH:4]C(C)C)(C)C.[Li]CCCC.[Li+].CC([N-]C(C)C)C.[Br:21][C:22]1[CH:23]=[C:24]([CH2:28][C:29]#[N:30])[CH:25]=[CH:26][CH:27]=1.ClC1C=CC=CC=1CSC#N.